Dataset: Catalyst prediction with 721,799 reactions and 888 catalyst types from USPTO. Task: Predict which catalyst facilitates the given reaction. (1) Reactant: [Cl:1][C:2]1[CH:7]=[CH:6][C:5]([I:8])=[CH:4][C:3]=1[C:9]([C:11]1[CH:16]=[CH:15][C:14]([O:17][CH2:18][CH3:19])=[CH:13][CH:12]=1)=O.C(#N)C.C([SiH](CC)CC)C.C(=O)(O)[O-].[Na+]. Product: [Cl:1][C:2]1[CH:7]=[CH:6][C:5]([I:8])=[CH:4][C:3]=1[CH2:9][C:11]1[CH:16]=[CH:15][C:14]([O:17][CH2:18][CH3:19])=[CH:13][CH:12]=1. The catalyst class is: 282. (2) Reactant: [Li+].[CH3:2]C([N-]C(C)C)C.[C:9]([O:13][C:14](=[O:20])[CH2:15][CH2:16][C:17]([OH:19])=[O:18])([CH3:12])([CH3:11])[CH3:10].CI. Product: [C:9]([O:13][C:14](=[O:20])[CH:15]([CH3:2])[CH2:16][C:17]([OH:19])=[O:18])([CH3:12])([CH3:10])[CH3:11]. The catalyst class is: 1. (3) Reactant: [CH:1]1([C:7]2[CH:8]=[C:9]([C:38](O)=[O:39])[N:10]([CH2:29][C:30]([N:32]3[CH2:37][CH2:36][O:35][CH2:34][CH2:33]3)=[O:31])[C:11]=2[C:12]2[CH:13]=[C:14]3[C:19](=[CH:20][CH:21]=2)[N:18]=[C:17]([C:22]2[S:26][C:25]([CH3:27])=[N:24][C:23]=2[CH3:28])[CH:16]=[CH:15]3)[CH2:6][CH2:5][CH2:4][CH2:3][CH2:2]1.C[O:42][C:43](=[O:46])[CH2:44][NH2:45].CN(C(ON1N=NC2C=CC=CC1=2)=[N+](C)C)C.F[P-](F)(F)(F)(F)F.CCN(C(C)C)C(C)C.[OH-].[Na+]. Product: [CH:1]1([C:7]2[CH:8]=[C:9]([C:38]([NH:45][CH2:44][C:43]([OH:46])=[O:42])=[O:39])[N:10]([CH2:29][C:30]([N:32]3[CH2:37][CH2:36][O:35][CH2:34][CH2:33]3)=[O:31])[C:11]=2[C:12]2[CH:13]=[C:14]3[C:19](=[CH:20][CH:21]=2)[N:18]=[C:17]([C:22]2[S:26][C:25]([CH3:27])=[N:24][C:23]=2[CH3:28])[CH:16]=[CH:15]3)[CH2:2][CH2:3][CH2:4][CH2:5][CH2:6]1. The catalyst class is: 36. (4) Reactant: [NH2:1][C:2]1[C:3]2[CH:10]=[CH:9][N:8]([C@@H:11]3[O:17][C@H:16]([CH2:18][OH:19])[C@@H:14]([OH:15])[C@@:12]3([CH3:20])[OH:13])[C:4]=2[N:5]=[CH:6][N:7]=1.[Si:21](Cl)([C:24]([CH3:27])([CH3:26])[CH3:25])([CH3:23])[CH3:22]. Product: [NH2:1][C:2]1[C:3]2[CH:10]=[CH:9][N:8]([C@@H:11]3[O:17][C@H:16]([CH2:18][O:19][Si:21]([C:24]([CH3:27])([CH3:26])[CH3:25])([CH3:23])[CH3:22])[C@@H:14]([OH:15])[C@@:12]3([CH3:20])[OH:13])[C:4]=2[N:5]=[CH:6][N:7]=1. The catalyst class is: 300. (5) Reactant: [C:1]([O:5][C:6](=[O:31])[CH2:7][O:8][C:9]1[C:14]2[CH2:15][CH2:16][CH2:17][CH2:18][CH:19]([NH:20][S:21]([C:24]3[CH:29]=[CH:28][C:27](Br)=[CH:26][N:25]=3)(=[O:23])=[O:22])[C:13]=2[CH:12]=[CH:11][CH:10]=1)([CH3:4])([CH3:3])[CH3:2].[CH:32]([C:35]1[CH:36]=[C:37](B(O)O)[CH:38]=[CH:39][CH:40]=1)([CH3:34])[CH3:33].C([O-])([O-])=O.[K+].[K+]. Product: [C:1]([O:5][C:6](=[O:31])[CH2:7][O:8][C:9]1[C:14]2[CH2:15][CH2:16][CH2:17][CH2:18][CH:19]([NH:20][S:21]([C:24]3[CH:29]=[CH:28][C:27]([C:39]4[CH:38]=[CH:37][CH:36]=[C:35]([CH:32]([CH3:34])[CH3:33])[CH:40]=4)=[CH:26][N:25]=3)(=[O:23])=[O:22])[C:13]=2[CH:12]=[CH:11][CH:10]=1)([CH3:4])([CH3:3])[CH3:2]. The catalyst class is: 77. (6) Reactant: FC(F)(F)S(O[C:7]1[CH:12]=[C:11]([CH3:13])[C:10]([C:14](=[O:23])[NH:15][CH:16]2[CH2:21][CH2:20][CH2:19][CH2:18][CH:17]2[CH3:22])=[C:9]([CH3:24])[CH:8]=1)(=O)=O.CCO.[O:30]1[CH:34]=[CH:33][CH:32]=[C:31]1B(O)O.C([O-])([O-])=O.[K+].[K+]. Product: [O:30]1[CH:34]=[CH:33][CH:32]=[C:31]1[C:7]1[CH:12]=[C:11]([CH3:13])[C:10]([C:14]([NH:15][CH:16]2[CH2:21][CH2:20][CH2:19][CH2:18][CH:17]2[CH3:22])=[O:23])=[C:9]([CH3:24])[CH:8]=1. The catalyst class is: 93.